From a dataset of Reaction yield outcomes from USPTO patents with 853,638 reactions. Predict the reaction yield, written as a fraction of the theoretical maximum amount of product (1.0 means a 100% yield; for example, 0.34 means a 34% yield). (1) The reactants are [S:1]1[CH:5]=[CH:4][CH:3]=[C:2]1[CH:6]=O.[O:8]=[C:9]([CH:11](P(=O)(OCC)OCC)[CH2:12][CH2:13][CH2:14][CH2:15][CH3:16])[CH3:10]. No catalyst specified. The product is [S:1]1[CH:5]=[CH:4][CH:3]=[C:2]1/[CH:6]=[C:11](\[CH2:12][CH2:13][CH2:14][CH2:15][CH3:16])/[C:9](=[O:8])[CH3:10]. The yield is 0.220. (2) The reactants are S[C:2]1[N:3]=[C:4]([OH:12])[C:5]2[C@H:10]([CH3:11])[CH2:9][CH2:8][C:6]=2[N:7]=1.[NH4+].[OH-]. The catalyst is O.[Ni]. The product is [CH3:11][C@H:10]1[C:5]2[C:4]([OH:12])=[N:3][CH:2]=[N:7][C:6]=2[CH2:8][CH2:9]1. The yield is 0.990. (3) The reactants are [Cl-].O[NH3+:3].[C:4](=[O:7])([O-])[OH:5].[Na+].CS(C)=O.[O:13]1[C:17]2[CH:18]=[CH:19][C:20]([C:22]3[C:27](=[O:28])[N:26]([CH2:29][C:30]4[CH:35]=[CH:34][C:33]([C:36]5[C:37]([C:42]#[N:43])=[CH:38][CH:39]=[CH:40][CH:41]=5)=[CH:32][CH:31]=4)[C:25]([CH2:44][CH2:45][CH3:46])=[N:24][C:23]=3[CH2:47][CH3:48])=[CH:21][C:16]=2[CH2:15][CH2:14]1. The catalyst is O. The product is [O:13]1[C:17]2[CH:18]=[CH:19][C:20]([C:22]3[C:27](=[O:28])[N:26]([CH2:29][C:30]4[CH:35]=[CH:34][C:33]([C:36]5[CH:41]=[CH:40][CH:39]=[CH:38][C:37]=5[C:42]5[NH:3][C:4](=[O:7])[O:5][N:43]=5)=[CH:32][CH:31]=4)[C:25]([CH2:44][CH2:45][CH3:46])=[N:24][C:23]=3[CH2:47][CH3:48])=[CH:21][C:16]=2[CH2:15][CH2:14]1. The yield is 0.650. (4) The reactants are [CH3:1][CH:2]1[CH2:7][CH2:6][N:5]([C:8]2[C:13]([CH2:14][NH:15][C:16](=[O:28])[CH:17]([C:19]3[CH:20]=[CH:21][C:22]([C:25](O)=[O:26])=[N:23][CH:24]=3)[CH3:18])=[CH:12][CH:11]=[C:10]([C:29]([F:32])([F:31])[F:30])[N:9]=2)[CH2:4][CH2:3]1.S(Cl)(Cl)=O.[NH2:37][C:38]1[CH:43]=[CH:42][CH:41]=[CH:40][CH:39]=1.C(N(CC)CC)C. The catalyst is ClC. The product is [CH3:1][CH:2]1[CH2:7][CH2:6][N:5]([C:8]2[C:13]([CH2:14][NH:15][C:16](=[O:28])[CH:17]([C:19]3[CH:20]=[CH:21][C:22]([C:25]([NH:37][C:38]4[CH:43]=[CH:42][CH:41]=[CH:40][CH:39]=4)=[O:26])=[N:23][CH:24]=3)[CH3:18])=[CH:12][CH:11]=[C:10]([C:29]([F:30])([F:31])[F:32])[N:9]=2)[CH2:4][CH2:3]1. The yield is 0.250. (5) The yield is 0.895. The reactants are [N+:1]([C:4]1[CH:19]=[CH:18][C:17]([O:20][CH3:21])=[CH:16][C:5]=1[C:6]([NH:8][C:9]1[CH:14]=[CH:13][C:12]([Cl:15])=[CH:11][N:10]=1)=[O:7])([O-])=O.[H][H]. The product is [NH2:1][C:4]1[CH:19]=[CH:18][C:17]([O:20][CH3:21])=[CH:16][C:5]=1[C:6]([NH:8][C:9]1[CH:14]=[CH:13][C:12]([Cl:15])=[CH:11][N:10]=1)=[O:7]. The catalyst is [C].[Pt].ClCCl. (6) The reactants are [CH3:1][O:2][C:3]1[CH:12]=[C:11]2[C:6]([CH2:7][CH2:8][NH:9][C:10]2=[O:13])=[CH:5][CH:4]=1.C1C(=O)N([Cl:21])C(=O)C1.C([O-])([O-])=O.[Na+].[Na+]. The catalyst is OS(O)(=O)=O. The product is [Cl:21][C:12]1[C:3]([O:2][CH3:1])=[CH:4][CH:5]=[C:6]2[C:11]=1[C:10](=[O:13])[NH:9][CH2:8][CH2:7]2. The yield is 0.500. (7) The yield is 0.720. The product is [Cl:28][C:19]1[N:18]=[C:17]([O:1][C@H:2]2[CH2:6][CH2:5][N:4]([C:7]([O:9][C:10]([CH3:13])([CH3:12])[CH3:11])=[O:8])[CH2:3]2)[C:26]2[C:21]([CH:20]=1)=[CH:22][CH:23]=[C:24]([F:27])[CH:25]=2. The reactants are [OH:1][C@H:2]1[CH2:6][CH2:5][N:4]([C:7]([O:9][C:10]([CH3:13])([CH3:12])[CH3:11])=[O:8])[CH2:3]1.[H-].[Na+].Cl[C:17]1[C:26]2[C:21](=[CH:22][CH:23]=[C:24]([F:27])[CH:25]=2)[CH:20]=[C:19]([Cl:28])[N:18]=1. The catalyst is C1COCC1.CCOC(C)=O.